Task: Predict the reaction yield, written as a fraction of the theoretical maximum amount of product (1.0 means a 100% yield; for example, 0.34 means a 34% yield).. Dataset: Reaction yield outcomes from USPTO patents with 853,638 reactions The reactants are N1C=CC=CC=1.[F:7][C:8]([F:21])([F:20])[S:9]([O:12]S(C(F)(F)F)(=O)=O)(=[O:11])=[O:10].O[C:23]1[CH:30]=[CH:29][C:26]([C:27]#[N:28])=[CH:25][C:24]=1[CH:31]([CH3:33])[CH3:32]. The catalyst is ClCCl. The product is [F:7][C:8]([F:21])([F:20])[S:9]([O:12][C:23]1[CH:30]=[CH:29][C:26]([C:27]#[N:28])=[CH:25][C:24]=1[CH:31]([CH3:33])[CH3:32])(=[O:11])=[O:10]. The yield is 0.950.